The task is: Predict the reaction yield, written as a fraction of the theoretical maximum amount of product (1.0 means a 100% yield; for example, 0.34 means a 34% yield).. This data is from Reaction yield outcomes from USPTO patents with 853,638 reactions. The product is [OH:4][C:5]1[CH:12]=[C:11]([OH:13])[CH:10]=[C:9]([CH2:17][O:18][CH3:19])[C:6]=1[CH:7]=[O:8]. The yield is 0.840. The reactants are COC[O:4][C:5]1[CH:12]=[C:11]([O:13]COC)[CH:10]=[C:9]([CH2:17][O:18][CH3:19])[C:6]=1[CH:7]=[O:8].Cl. The catalyst is C1COCC1.C(OCC)(=O)C.